From a dataset of Rat liver microsome stability data. Regression/Classification. Given a drug SMILES string, predict its absorption, distribution, metabolism, or excretion properties. Task type varies by dataset: regression for continuous measurements (e.g., permeability, clearance, half-life) or binary classification for categorical outcomes (e.g., BBB penetration, CYP inhibition). Dataset: rlm. (1) The molecule is COc1ccc(NC(=O)c2c(C)cccc2C)cc1S(=O)(=O)N(C)C. The result is 0 (unstable in rat liver microsomes). (2) The result is 0 (unstable in rat liver microsomes). The drug is COc1ccc(-c2ccc(C(=O)NC3CC(c4cc(O)nc(N)n4)C3)o2)cc1. (3) The compound is NS(=O)(=O)c1ccc(-c2cnn3cc(-c4ccc(CN5CCCC5)cc4)cnc23)c2ccccc12. The result is 1 (stable in rat liver microsomes). (4) The molecule is CN(C)C(=O)c1cc2cnc(Nc3ccc(N4CCNCC4)cn3)nc2n1C1CCCC1. The result is 0 (unstable in rat liver microsomes).